Dataset: Forward reaction prediction with 1.9M reactions from USPTO patents (1976-2016). Task: Predict the product of the given reaction. Given the reactants Cl.[OH:2][C@H:3]1[CH2:7][N:6]([C:8](=[O:15])[C@@H:9]([NH:13][CH3:14])[CH:10]([CH3:12])[CH3:11])[C@H:5]([C:16]([NH:18][CH2:19][C:20]2[CH:25]=[CH:24][C:23]([C:26]3[S:30][CH:29]=[N:28][C:27]=3[CH3:31])=[CH:22][CH:21]=2)=[O:17])[CH2:4]1.[CH3:32][O:33][CH2:34][C:35]([OH:37])=O.CCN(C(C)C)C(C)C.CN(C(ON1N=NC2C=CC=NC1=2)=[N+](C)C)C.F[P-](F)(F)(F)(F)F, predict the reaction product. The product is: [OH:2][C@H:3]1[CH2:7][N:6]([C:8](=[O:15])[C@@H:9]([N:13]([CH3:14])[C:35](=[O:37])[CH2:34][O:33][CH3:32])[CH:10]([CH3:12])[CH3:11])[C@H:5]([C:16]([NH:18][CH2:19][C:20]2[CH:25]=[CH:24][C:23]([C:26]3[S:30][CH:29]=[N:28][C:27]=3[CH3:31])=[CH:22][CH:21]=2)=[O:17])[CH2:4]1.